Dataset: Full USPTO retrosynthesis dataset with 1.9M reactions from patents (1976-2016). Task: Predict the reactants needed to synthesize the given product. Given the product [CH2:48]([N:55]([CH3:66])[C:56](=[O:65])[C@@H:57]([NH:58][C:17]([C:11]1[N:12]([CH3:16])[C:13]2[C:9]([CH:10]=1)=[CH:8][C:7]([NH:6][C:4](=[O:5])[C:3]1[CH:20]=[CH:21][CH:22]=[CH:23][C:2]=1[OH:1])=[CH:15][CH:14]=2)=[O:19])[C:59]1[CH:60]=[CH:61][CH:62]=[CH:63][CH:64]=1)[C:49]1[CH:50]=[CH:51][CH:52]=[CH:53][CH:54]=1, predict the reactants needed to synthesize it. The reactants are: [OH:1][C:2]1[CH:23]=[CH:22][CH:21]=[CH:20][C:3]=1[C:4]([NH:6][C:7]1[CH:8]=[C:9]2[C:13](=[CH:14][CH:15]=1)[N:12]([CH3:16])[C:11]([C:17]([OH:19])=O)=[CH:10]2)=[O:5].C1CN([P+](Br)(N2CCCC2)N2CCCC2)CC1.F[P-](F)(F)(F)(F)F.[CH2:48]([N:55]([CH3:66])[C:56](=[O:65])[C@H:57]([C:59]1[CH:64]=[CH:63][CH:62]=[CH:61][CH:60]=1)[NH2:58])[C:49]1[CH:54]=[CH:53][CH:52]=[CH:51][CH:50]=1.C(N(C(C)C)CC)(C)C.